From a dataset of Reaction yield outcomes from USPTO patents with 853,638 reactions. Predict the reaction yield, written as a fraction of the theoretical maximum amount of product (1.0 means a 100% yield; for example, 0.34 means a 34% yield). (1) The reactants are [F:1][C:2]1[CH:7]=[CH:6][CH:5]=[CH:4][C:3]=1[C:8]1[CH:16]=[CH:15][CH:14]=[C:13]2[C:9]=1[CH2:10][C:11](=[O:17])[NH:12]2.[CH3:18][C@H:19]1[NH:24][C@@H:23]([CH3:25])[CH2:22][N:21]([C:26]([C:28]2[CH:32]=[C:31]([CH3:33])[NH:30][C:29]=2[CH:34]=O)=[O:27])[CH2:20]1. The catalyst is C(O)C.N1CCCCC1. The product is [CH3:25][C@H:23]1[NH:24][C@@H:19]([CH3:18])[CH2:20][N:21]([C:26]([C:28]2[CH:32]=[C:31]([CH3:33])[NH:30][C:29]=2[CH:34]=[C:10]2[C:9]3[C:13](=[CH:14][CH:15]=[CH:16][C:8]=3[C:3]3[CH:4]=[CH:5][CH:6]=[CH:7][C:2]=3[F:1])[NH:12][C:11]2=[O:17])=[O:27])[CH2:22]1. The yield is 0.900. (2) The reactants are [Br:1][C:2]1[N:7]=[C:6]([CH2:8][C:9]([C:11]2[C:16]([F:17])=[CH:15][CH:14]=[CH:13][C:12]=2[Cl:18])=O)[C:5]([N+:19]([O-])=O)=[CH:4][CH:3]=1. The catalyst is C(O)(=O)C.ClCCl.[Fe]. The product is [Br:1][C:2]1[N:7]=[C:6]2[CH:8]=[C:9]([C:11]3[C:16]([F:17])=[CH:15][CH:14]=[CH:13][C:12]=3[Cl:18])[NH:19][C:5]2=[CH:4][CH:3]=1. The yield is 0.580. (3) The reactants are [C:1]([CH:5]1[CH2:13][C:12]2[C:7](=[CH:8][C:9]([N+:14]([O-:16])=[O:15])=[CH:10][CH:11]=2)[NH:6]1)([CH3:4])([CH3:3])[CH3:2].C(C1C(=O)C(Cl)=C(Cl)C(=O)C=1C#N)#N. The catalyst is O1CCOCC1. The product is [C:1]([C:5]1[NH:6][C:7]2[C:12]([CH:13]=1)=[CH:11][CH:10]=[C:9]([N+:14]([O-:16])=[O:15])[CH:8]=2)([CH3:4])([CH3:2])[CH3:3]. The yield is 0.800. (4) The reactants are FC(F)(F)C1C=CC(CBr)=CC=1.Br[CH2:14][C:15]1[CH:20]=[CH:19][N:18]=[CH:17][CH:16]=1.[CH3:21][C:22]1[N:23]=[C:24]([N:32]2[CH2:36][CH2:35][NH:34][C:33]2=[O:37])[S:25][C:26]=1[C:27]([O:29][CH2:30][CH3:31])=[O:28]. No catalyst specified. The product is [CH3:21][C:22]1[N:23]=[C:24]([N:32]2[CH2:36][CH2:35][N:34]([CH2:14][C:15]3[CH:20]=[CH:19][N:18]=[CH:17][CH:16]=3)[C:33]2=[O:37])[S:25][C:26]=1[C:27]([O:29][CH2:30][CH3:31])=[O:28]. The yield is 1.00. (5) The reactants are [NH2:1][C:2]1[CH:3]=[C:4]([CH:8]=[CH:9][CH:10]=1)[C:5]([OH:7])=[O:6].[CH:11]([C:14]1[CH:19]=[CH:18][C:17]([N:20]=[C:21]=[O:22])=[CH:16][CH:15]=1)([CH3:13])[CH3:12].O. The catalyst is CN(C)C=O. The product is [CH:11]([C:14]1[CH:19]=[CH:18][C:17]([NH:20][C:21](=[O:22])[NH:1][C:2]2[CH:3]=[C:4]([CH:8]=[CH:9][CH:10]=2)[C:5]([OH:7])=[O:6])=[CH:16][CH:15]=1)([CH3:13])[CH3:12]. The yield is 0.850. (6) The reactants are [C:1]([C:3]1[CH:23]=[C:22]([F:24])[CH:21]=[CH:20][C:4]=1[O:5][C:6]1[CH:7]=[C:8]2[C:12](=[CH:13][CH:14]=1)[N:11]([CH2:15][C:16](OC)=[O:17])[N:10]=[CH:9]2)#[N:2].CO.[BH4-].[Na+]. The catalyst is C(Cl)Cl. The product is [F:24][C:22]1[CH:21]=[CH:20][C:4]([O:5][C:6]2[CH:7]=[C:8]3[C:12](=[CH:13][CH:14]=2)[N:11]([CH2:15][CH2:16][OH:17])[N:10]=[CH:9]3)=[C:3]([CH:23]=1)[C:1]#[N:2]. The yield is 0.928. (7) The reactants are [Cl:1][C:2]1[N:7]=[C:6]([C:8]2[S:12][C:11]([N:13]3[CH2:18][CH2:17][O:16][CH2:15][CH2:14]3)=[N:10][C:9]=2[C:19]2[C:20]([F:26])=[C:21]([CH:23]=[CH:24][CH:25]=2)[NH2:22])[CH:5]=[CH:4][N:3]=1.[CH:27]1([S:33](Cl)(=[O:35])=[O:34])[CH2:32][CH2:31][CH2:30][CH2:29][CH2:28]1. The catalyst is N1C=CC=CC=1. The product is [Cl:1][C:2]1[N:7]=[C:6]([C:8]2[S:12][C:11]([N:13]3[CH2:14][CH2:15][O:16][CH2:17][CH2:18]3)=[N:10][C:9]=2[C:19]2[C:20]([F:26])=[C:21]([NH:22][S:33]([CH:27]3[CH2:32][CH2:31][CH2:30][CH2:29][CH2:28]3)(=[O:35])=[O:34])[CH:23]=[CH:24][CH:25]=2)[CH:5]=[CH:4][N:3]=1. The yield is 0.370. (8) The reactants are [Br:1][C:2]1[C:3](F)=[C:4]2[C:10]([NH:11][C:12](=[O:19])[C:13]3[CH:18]=[CH:17][CH:16]=[N:15][CH:14]=3)=[CH:9][NH:8][C:5]2=[N:6][CH:7]=1.[NH:21]1[CH2:26][CH2:25][CH2:24][CH:23]([NH:27][C:28](=[O:34])[O:29][C:30]([CH3:33])([CH3:32])[CH3:31])[CH2:22]1. No catalyst specified. The product is [Br:1][C:2]1[C:3]([N:21]2[CH2:26][CH2:25][CH2:24][C@@H:23]([NH:27][C:28](=[O:34])[O:29][C:30]([CH3:32])([CH3:31])[CH3:33])[CH2:22]2)=[C:4]2[C:10]([NH:11][C:12](=[O:19])[C:13]3[CH:18]=[CH:17][CH:16]=[N:15][CH:14]=3)=[CH:9][NH:8][C:5]2=[N:6][CH:7]=1. The yield is 0.340. (9) The reactants are [Cl:1][C:2]1[CH:3]=[C:4]([CH:37]=[CH:38][C:39]=1[Cl:40])[CH2:5][NH:6][C:7]([C:9]1[N:21]=[C:20]2[N:12]([O:13][C:14]3[C:19]2=[C:18]([N:22]2[CH2:27][CH2:26][O:25][CH2:24][CH2:23]2)[CH:17]=[CH:16][CH:15]=3)[C:11](=[O:28])[C:10]=1[O:29]CC1C=CC=CC=1)=[O:8].Cl. The catalyst is ClCCl.[Fe](Cl)(Cl)Cl. The product is [Cl:1][C:2]1[CH:3]=[C:4]([CH:37]=[CH:38][C:39]=1[Cl:40])[CH2:5][NH:6][C:7]([C:9]1[N:21]=[C:20]2[N:12]([O:13][C:14]3[C:19]2=[C:18]([N:22]2[CH2:23][CH2:24][O:25][CH2:26][CH2:27]2)[CH:17]=[CH:16][CH:15]=3)[C:11](=[O:28])[C:10]=1[OH:29])=[O:8]. The yield is 0.800. (10) The reactants are C1(C[C:8](C2C=NC=CC=2)=[O:9])C=CC=CC=1.[NH2:16][C:17]1[CH:22]=[CH:21][C:20]([C:23]2[NH:28][C:27](=[O:29])[NH:26][CH:25]([C:30]3[CH:35]=[C:34]([N+]([O-])=O)[C:33](O)=[C:32]([O:40]CC)[CH:31]=3)[C:24]=2[C:43]2[CH:48]=[CH:47][CH:46]=[CH:45][CH:44]=2)=[CH:19]C=1.NC(N)=[O:51].Cl. The catalyst is CCO. The product is [OH:40][C:32]1[CH:31]=[C:30]([CH:25]2[C:24]([C:43]3[CH:44]=[CH:45][CH:46]=[CH:47][CH:48]=3)=[C:23]([C:20]3[CH:19]=[N:16][CH:17]=[CH:22][CH:21]=3)[NH:28][C:27](=[O:29])[NH:26]2)[CH:35]=[CH:34][C:33]=1[C:8]([OH:9])=[O:51]. The yield is 0.120.